This data is from Forward reaction prediction with 1.9M reactions from USPTO patents (1976-2016). The task is: Predict the product of the given reaction. (1) Given the reactants [Br:1][C:2]1[CH:7]=[C:6]([CH3:8])[C:5]([N:9]2[C:13]3[N:14]=[C:15]([CH3:19])[N:16]=[C:17](Cl)[C:12]=3[C:11]([CH3:20])=[CH:10]2)=[C:4]([CH3:21])[CH:3]=1.[OH:22][CH2:23][CH2:24][CH:25]1[CH2:30][CH2:29][NH:28][CH2:27][CH2:26]1.C(N(CC)C(C)C)(C)C.C(=O)([O-])O.[Na+], predict the reaction product. The product is: [Br:1][C:2]1[CH:7]=[C:6]([CH3:8])[C:5]([N:9]2[C:13]3[N:14]=[C:15]([CH3:19])[N:16]=[C:17]([N:28]4[CH2:29][CH2:30][CH:25]([CH2:24][CH2:23][OH:22])[CH2:26][CH2:27]4)[C:12]=3[C:11]([CH3:20])=[CH:10]2)=[C:4]([CH3:21])[CH:3]=1. (2) Given the reactants Br[C:2]1[CH:10]=[CH:9][C:8]2[N:7]3[CH2:11][CH:12]([NH:14][C:15](=[O:21])[O:16][C:17]([CH3:20])([CH3:19])[CH3:18])[CH2:13][C:6]3=[CH:5][C:4]=2[CH:3]=1.[B:22]1([B:22]2[O:26][C:25]([CH3:28])([CH3:27])[C:24]([CH3:30])([CH3:29])[O:23]2)[O:26][C:25]([CH3:28])([CH3:27])[C:24]([CH3:30])([CH3:29])[O:23]1.C([O-])(=O)C.[K+], predict the reaction product. The product is: [CH3:29][C:24]1([CH3:30])[C:25]([CH3:28])([CH3:27])[O:26][B:22]([C:2]2[CH:10]=[CH:9][C:8]3[N:7]4[CH2:11][CH:12]([NH:14][C:15](=[O:21])[O:16][C:17]([CH3:20])([CH3:19])[CH3:18])[CH2:13][C:6]4=[CH:5][C:4]=3[CH:3]=2)[O:23]1. (3) Given the reactants Br[C:2]1[CH:3]=[CH:4][C:5]([N+:8]([O-:10])=[O:9])=[N:6][CH:7]=1.C([O-])([O-])=O.[Cs+].[Cs+].[C:17]([NH:20][C:21]1[CH:26]=[CH:25][C:24]([OH:27])=[CH:23][CH:22]=1)(=[O:19])[CH3:18], predict the reaction product. The product is: [C:17]([NH:20][C:21]1[CH:26]=[CH:25][C:24]([O:27][C:2]2[CH:3]=[CH:4][C:5]([N+:8]([O-:10])=[O:9])=[N:6][CH:7]=2)=[CH:23][CH:22]=1)(=[O:19])[CH3:18]. (4) Given the reactants OC1(C2C=CC=CC=2C(C2C=CC=CC=2C2(O)CCCCC2)=O)CCCCC1.CO[C:31]([O:46]C)([C:38]([C:40]1[CH:45]=[CH:44][CH:43]=[CH:42]C=1)=[O:39])[C:32]1[CH:37]=[CH:36][CH:35]=[CH:34][CH:33]=1.CCC(N(C)C)(C(C1C=CC(N2CCOCC2)=CC=1)=O)CC1C=CC=CC=1.CC(N1CCOCC1)(C(C1C=CC(SC)=CC=1)=O)C.C1C2C(=NC3C(C=2CCCCCCCC2C4C(N=C5C=2C=CC=C5)=CC=CC=4)=CC=CC=3)C=CC=1.C(N(CC)C1C=CC(C(C2C=CC(N(CC)CC)=CC=2)=O)=CC=1)C, predict the reaction product. The product is: [CH2:44]1[CH2:45][CH2:40][C:38]([OH:39])([C:31]([C:32]2[CH:33]=[CH:34][CH:35]=[CH:36][CH:37]=2)=[O:46])[CH2:42][CH2:43]1. (5) Given the reactants [Cl:1][C:2]1[CH:3]=[C:4]2[C:10]([C:11]3[N:16]=[C:15](S(C)=O)[C:14]([F:20])=[CH:13][N:12]=3)=[CH:9][N:8]([S:21]([C:24]3[CH:29]=[CH:28][C:27]([CH3:30])=[CH:26][CH:25]=3)(=[O:23])=[O:22])[C:5]2=[N:6][CH:7]=1.[C@H:31]1([NH2:38])[CH2:36][CH2:35][CH2:34][CH2:33][C@@H:32]1[NH2:37].CCN(C(C)C)C(C)C, predict the reaction product. The product is: [Cl:1][C:2]1[CH:3]=[C:4]2[C:10]([C:11]3[N:16]=[C:15]([CH:36]4[CH2:35][CH2:34][CH2:33][C@H:32]([NH2:37])[C@H:31]4[NH2:38])[C:14]([F:20])=[CH:13][N:12]=3)=[CH:9][N:8]([S:21]([C:24]3[CH:29]=[CH:28][C:27]([CH3:30])=[CH:26][CH:25]=3)(=[O:23])=[O:22])[C:5]2=[N:6][CH:7]=1. (6) Given the reactants [CH:1]1([N:6]2[C:15]3[N:14]=[C:13]([NH:16][C:17]4[CH:18]=[CH:19][C:20]([C:26]([NH:28][CH2:29][C@H:30]([OH:45])[CH2:31][N:32]5[CH2:37][CH2:36][N:35]([C:38](OC(C)(C)C)=O)[CH2:34][CH2:33]5)=[O:27])=[C:21]5[C:25]=4[O:24][CH2:23][CH2:22]5)[N:12]=[CH:11][C:10]=3[N:9]([CH3:46])[C:8](=[O:47])[C@H:7]2[CH2:48][CH3:49])[CH2:5][CH2:4][CH2:3][CH2:2]1.Cl.C(=O)(O)[O-].[Na+].C1(C)C=CC(S(OC)(=O)=O)=CC=1, predict the reaction product. The product is: [CH:1]1([N:6]2[C:15]3[N:14]=[C:13]([NH:16][C:17]4[CH:18]=[CH:19][C:20]([C:26]([NH:28][CH2:29][C@H:30]([OH:45])[CH2:31][N:32]5[CH2:37][CH2:36][N:35]([CH3:38])[CH2:34][CH2:33]5)=[O:27])=[C:21]5[C:25]=4[O:24][CH2:23][CH2:22]5)[N:12]=[CH:11][C:10]=3[N:9]([CH3:46])[C:8](=[O:47])[C@H:7]2[CH2:48][CH3:49])[CH2:2][CH2:3][CH2:4][CH2:5]1. (7) Given the reactants Cl.[NH2:2][OH:3].O=[C:5]([C:30]1[C:39]2[C:34](=[CH:35][CH:36]=[C:37]([O:40][CH3:41])[CH:38]=2)[N:33]=[CH:32][C:31]=1[F:42])[CH2:6][CH2:7][CH:8]1[CH2:13][CH2:12][N:11]([CH2:14][CH2:15][S:16][C:17]2[CH:22]=[C:21]([F:23])[CH:20]=[CH:19][C:18]=2[F:24])[CH2:10][CH:9]1[CH2:25][C:26]([O:28][CH3:29])=[O:27], predict the reaction product. The product is: [OH:3][N:2]=[C:5]([C:30]1[C:39]2[C:34](=[CH:35][CH:36]=[C:37]([O:40][CH3:41])[CH:38]=2)[N:33]=[CH:32][C:31]=1[F:42])[CH2:6][CH2:7][CH:8]1[CH2:13][CH2:12][N:11]([CH2:14][CH2:15][S:16][C:17]2[CH:22]=[C:21]([F:23])[CH:20]=[CH:19][C:18]=2[F:24])[CH2:10][CH:9]1[CH2:25][C:26]([O:28][CH3:29])=[O:27]. (8) Given the reactants [Br:1][C:2]1[CH:3]=[C:4]([CH:17]=[CH:18][CH:19]=1)[CH2:5][N:6]1[CH:14]=[N:13][C:12]2[C:7]1=[N:8][C:9](Cl)=[N:10][C:11]=2[NH2:15].[CH2:20]([NH2:24])[CH2:21][CH2:22][CH3:23], predict the reaction product. The product is: [Br:1][C:2]1[CH:3]=[C:4]([CH:17]=[CH:18][CH:19]=1)[CH2:5][N:6]1[CH:14]=[N:13][C:12]2[C:7]1=[N:8][C:9]([NH:24][CH2:20][CH2:21][CH2:22][CH3:23])=[N:10][C:11]=2[NH2:15]. (9) Given the reactants CC(OC([N:8]1[CH2:12][C@@H:11]([C:13]([OH:15])=O)[CH2:10][CH2:9]1)=O)(C)C.[CH:16]1([NH2:19])[CH2:18][CH2:17]1.F[P-](F)(F)(F)(F)F.N1(OC(N(C)C)=[N+](C)C)C2N=CC=CC=2N=N1.C(N(CC)C(C)C)(C)C.[ClH:53], predict the reaction product. The product is: [ClH:53].[CH:16]1([NH:19][C:13]([C@H:11]2[CH2:10][CH2:9][NH:8][CH2:12]2)=[O:15])[CH2:18][CH2:17]1. (10) Given the reactants [F:1][C:2]1[C:7]([O:8][CH2:9][CH2:10][OH:11])=[CH:6][C:5]([O:12][CH3:13])=[CH:4][C:3]=1[CH:14]([NH:27][C:28]1[CH:35]=[CH:34][C:31]([C:32]#[N:33])=[CH:30][CH:29]=1)[C:15]1[NH:19][C:18](=[O:20])[N:17]([C:21]2[N:26]=[CH:25][CH:24]=[CH:23][N:22]=2)[N:16]=1.C([Cl:39])(=O)C.[Cl-].[NH4+].C([N:44](CC)CC)C.Cl, predict the reaction product. The product is: [ClH:39].[F:1][C:2]1[C:7]([O:8][CH2:9][CH2:10][OH:11])=[CH:6][C:5]([O:12][CH3:13])=[CH:4][C:3]=1[CH:14]([NH:27][C:28]1[CH:29]=[CH:30][C:31]([C:32]([NH2:44])=[NH:33])=[CH:34][CH:35]=1)[C:15]1[NH:19][C:18](=[O:20])[N:17]([C:21]2[N:22]=[CH:23][CH:24]=[CH:25][N:26]=2)[N:16]=1.